From a dataset of Peptide-MHC class I binding affinity with 185,985 pairs from IEDB/IMGT. Regression. Given a peptide amino acid sequence and an MHC pseudo amino acid sequence, predict their binding affinity value. This is MHC class I binding data. (1) The peptide sequence is AINGVCWTV. The MHC is HLA-A02:01 with pseudo-sequence HLA-A02:01. The binding affinity (normalized) is 0.795. (2) The binding affinity (normalized) is 0.0641. The MHC is BoLA-AW10 with pseudo-sequence BoLA-AW10. The peptide sequence is YMRERFEPM. (3) The peptide sequence is LFTDLRIVY. The MHC is H-2-Kd with pseudo-sequence H-2-Kd. The binding affinity (normalized) is 0. (4) The peptide sequence is RVDKLTQGR. The MHC is HLA-A02:01 with pseudo-sequence HLA-A02:01. The binding affinity (normalized) is 0.0847. (5) The binding affinity (normalized) is 0. The peptide sequence is HTAEAGGRAY. The MHC is HLA-A01:01 with pseudo-sequence HLA-A01:01.